This data is from Reaction yield outcomes from USPTO patents with 853,638 reactions. The task is: Predict the reaction yield, written as a fraction of the theoretical maximum amount of product (1.0 means a 100% yield; for example, 0.34 means a 34% yield). (1) The reactants are [F:1][C:2]1[CH:7]=[CH:6][C:5]([C:8]2[O:9][CH:10]=[C:11]([C:13]([CH3:17])([CH3:16])[CH2:14][NH2:15])[N:12]=2)=[CH:4][CH:3]=1.[F:18][C:19]([F:37])([F:36])[C:20]([C:22]1[O:26][C:25]([C:27]2[CH:28]=[C:29]([CH:33]=[CH:34][CH:35]=2)[C:30](O)=[O:31])=[CH:24][CH:23]=1)=[O:21]. No catalyst specified. The product is [F:1][C:2]1[CH:3]=[CH:4][C:5]([C:8]2[O:9][CH:10]=[C:11]([C:13]([CH3:17])([CH3:16])[CH2:14][NH:15][C:30](=[O:31])[C:29]3[CH:33]=[CH:34][CH:35]=[C:27]([C:25]4[O:26][C:22]([C:20](=[O:21])[C:19]([F:18])([F:36])[F:37])=[CH:23][CH:24]=4)[CH:28]=3)[N:12]=2)=[CH:6][CH:7]=1. The yield is 0.0600. (2) The reactants are [CH3:1][C@H:2]1[C:13](=[O:14])[O:12][CH2:11][C@@H:10]([C:15]2[CH:20]=[CH:19][CH:18]=[CH:17][CH:16]=2)[NH:9][C:8](=[O:21])[CH2:7][CH2:6][CH:5]=[CH:4][CH2:3]1.[OH2:22].C[N+]1([O-])CC[O:27]CC1. The catalyst is CC(O)(C)C.C1COCC1. The product is [OH:22][C@@H:5]1[C@@H:4]([OH:27])[CH2:3][C@@H:2]([CH3:1])[C:13](=[O:14])[O:12][CH2:11][C@@H:10]([C:15]2[CH:16]=[CH:17][CH:18]=[CH:19][CH:20]=2)[NH:9][C:8](=[O:21])[CH2:7][CH2:6]1. The yield is 0.680. (3) The reactants are [C:1](O)(=O)[CH2:2][C:3]([OH:5])=[O:4].C=O.C1(N[CH:17]2[CH2:22]CCCC2)CCCCC1.[CH2:23]([SH:25])C. The catalyst is O1CCOCC1. The product is [CH2:22]([S:25][CH2:23][C:2](=[CH2:1])[C:3]([OH:5])=[O:4])[CH3:17]. The yield is 0.520. (4) The reactants are [OH:1]N.C(OC(=O)[CH2:7][CH2:8][CH2:9][CH2:10][CH2:11][CH2:12][N:13]([C:27]1[CH:32]=[CH:31][CH:30]=[CH:29][N:28]=1)[C:14]1[CH:19]=[C:18]([C:20]2[CH:25]=[CH:24][CH:23]=[CH:22][C:21]=2[CH3:26])[CH:17]=[CH:16][N:15]=1)C.C[N:35]([CH:37]=[O:38])C. The catalyst is CO. The product is [OH:1][NH:35][C:37](=[O:38])[CH:12]([N:13]([C:27]1[CH:32]=[CH:31][CH:30]=[CH:29][N:28]=1)[C:14]1[CH:19]=[C:18]([C:20]2[CH:25]=[CH:24][CH:23]=[CH:22][C:21]=2[CH3:26])[CH:17]=[CH:16][N:15]=1)[CH2:11][CH2:10][CH2:9][CH2:8][CH3:7]. The yield is 0.550. (5) The reactants are [I:1][C:2]1[C:6]([CH:7]=[O:8])=[CH:5][NH:4][N:3]=1.[C:9](=O)([O-])[O-].[K+].[K+].CI. The catalyst is CC#N. The product is [I:1][C:2]1[N:3]([CH3:9])[N:4]=[CH:5][C:6]=1[CH:7]=[O:8]. The yield is 0.270. (6) The reactants are FC(F)(F)C(O)=O.[CH2:8]([N:10]([CH2:45][CH3:46])[CH2:11][CH2:12][CH2:13][NH:14][C:15]1[N:16]=[C:17]([C:34]2[CH:35]=[C:36]([CH:40]=[C:41]([F:44])[C:42]=2[CH3:43])[C:37](O)=[O:38])[C:18]2[CH:24]=[CH:23][C:22](=[O:25])[N:21]([C:26]3[C:31]([F:32])=[CH:30][CH:29]=[CH:28][C:27]=3[F:33])[C:19]=2[N:20]=1)[CH3:9].CN(C(O[N:55]1N=N[C:57]2C=CC=[CH:61][C:56]1=2)=[N+](C)C)C.F[P-](F)(F)(F)(F)F.C(N(CC)CC)C.C(N)(C)C. The catalyst is CN(C=O)C. The product is [CH2:8]([N:10]([CH2:45][CH3:46])[CH2:11][CH2:12][CH2:13][NH:14][C:15]1[N:16]=[C:17]([C:34]2[CH:35]=[C:36]([CH:40]=[C:41]([F:44])[C:42]=2[CH3:43])[C:37]([NH:55][CH:56]([CH3:61])[CH3:57])=[O:38])[C:18]2[CH:24]=[CH:23][C:22](=[O:25])[N:21]([C:26]3[C:27]([F:33])=[CH:28][CH:29]=[CH:30][C:31]=3[F:32])[C:19]=2[N:20]=1)[CH3:9]. The yield is 0.600. (7) The reactants are [CH2:1]([O:8][C:9]1[CH:14]=[CH:13][C:12]([C:15]2[N:37](COCC[Si](C)(C)C)[C:18]3=[N:19][C:20]([N:23]4[CH2:28][CH2:27][N:26](C(OC(C)(C)C)=O)[CH2:25][C:24]4=[O:36])=[CH:21][CH:22]=[C:17]3[N:16]=2)=[CH:11][CH:10]=1)[C:2]1[CH:7]=[CH:6][CH:5]=[CH:4][CH:3]=1.C(O)(C(F)(F)F)=O.[OH-].[Na+]. The catalyst is C(Cl)Cl. The product is [CH2:1]([O:8][C:9]1[CH:14]=[CH:13][C:12]([C:15]2[NH:37][C:18]3=[N:19][C:20]([N:23]4[CH2:28][CH2:27][NH:26][CH2:25][C:24]4=[O:36])=[CH:21][CH:22]=[C:17]3[N:16]=2)=[CH:11][CH:10]=1)[C:2]1[CH:3]=[CH:4][CH:5]=[CH:6][CH:7]=1. The yield is 0.630.